From a dataset of Tox21: 12 toxicity assays (nuclear receptors and stress response pathways). Binary classification across 12 toxicity assays. (1) The drug is O=c1oc2ccccc2c(O)c1C1CCCc2ccccc21. It tested positive (active) for: NR-PPAR-gamma (PPAR-gamma nuclear receptor agonist), and SR-MMP (Mitochondrial Membrane Potential disruption). (2) The molecule is Cc1cc(O)c(C(=O)N[C@@H](C(=O)N[C@@H]2C(=O)N3C(C(=O)O)=C(CSc4nnnn4C)CS[C@H]23)c2ccc(O)cc2)cn1. It tested positive (active) for: NR-ER (Estrogen Receptor agonist activity). (3) The drug is Cc1cccc(Nc2ncccc2C(=O)O)c1C. It tested positive (active) for: NR-AhR (Aryl hydrocarbon Receptor agonist activity). (4) The compound is CCCSc1ccc2[nH]c(NC(=O)OC)nc2c1. It tested positive (active) for: NR-AhR (Aryl hydrocarbon Receptor agonist activity), NR-ER (Estrogen Receptor agonist activity), SR-ATAD5 (ATAD5 genotoxicity (DNA damage)), SR-HSE (Heat Shock Element response), SR-MMP (Mitochondrial Membrane Potential disruption), and SR-p53 (p53 tumor suppressor activation).